From a dataset of Peptide-MHC class II binding affinity with 134,281 pairs from IEDB. Regression. Given a peptide amino acid sequence and an MHC pseudo amino acid sequence, predict their binding affinity value. This is MHC class II binding data. (1) The binding affinity (normalized) is 0. The peptide sequence is QQSSINISGYNFSLG. The MHC is H-2-IAb with pseudo-sequence H-2-IAb. (2) The peptide sequence is IKHIYAISSAALSAS. The MHC is DRB3_0101 with pseudo-sequence DRB3_0101. The binding affinity (normalized) is 0.419. (3) The peptide sequence is CDGSILGAAVNGKKS. The MHC is HLA-DQA10201-DQB10303 with pseudo-sequence HLA-DQA10201-DQB10303. The binding affinity (normalized) is 0.560. (4) The peptide sequence is EKKYFAATQFEPLPA. The MHC is DRB1_1602 with pseudo-sequence DRB1_1602. The binding affinity (normalized) is 0.587.